This data is from Reaction yield outcomes from USPTO patents with 853,638 reactions. The task is: Predict the reaction yield, written as a fraction of the theoretical maximum amount of product (1.0 means a 100% yield; for example, 0.34 means a 34% yield). (1) The reactants are [CH3:1][O:2][C:3]1[CH:10]=[C:9]([N+:11]([O-:13])=[O:12])[CH:8]=[CH:7][C:4]=1[CH2:5]Br.C([O-])([O-])=[O:15].[Ca+2].O. The catalyst is O1CCOCC1. The product is [CH3:1][O:2][C:3]1[CH:10]=[C:9]([N+:11]([O-:13])=[O:12])[CH:8]=[CH:7][C:4]=1[CH2:5][OH:15]. The yield is 0.470. (2) The product is [Br:32][C:7]1[C:6](=[O:8])[N:5]([CH2:9][C:10]2[CH:15]=[CH:14][C:13]([C:16]3[C:17]([C:22]#[N:23])=[CH:18][CH:19]=[CH:20][CH:21]=3)=[CH:12][CH:11]=2)[C:4]([CH2:24][CH2:25][CH3:26])=[N:3][C:2]=1[CH3:1]. The catalyst is C(O)(=O)C.C(OCC)(=O)C. The reactants are [CH3:1][C:2]1[N:3]=[C:4]([CH2:24][CH2:25][CH3:26])[N:5]([CH2:9][C:10]2[CH:15]=[CH:14][C:13]([C:16]3[C:17]([C:22]#[N:23])=[CH:18][CH:19]=[CH:20][CH:21]=3)=[CH:12][CH:11]=2)[C:6](=[O:8])[CH:7]=1.C([O-])(=O)C.[Na+].[Br:32]Br. The yield is 0.640. (3) The reactants are [Cl-].O[NH3+:3].[C:4](=[O:7])([O-])[OH:5].[Na+].CS(C)=O.[F:13][CH2:14][C:15]1[N:16]([C:40]2[CH:45]=[CH:44][C:43]([O:46][CH3:47])=[CH:42][CH:41]=2)[C:17](=[O:39])[C:18]([CH2:24][C:25]2[CH:30]=[CH:29][C:28]([C:31]3[C:32]([C:37]#[N:38])=[CH:33][CH:34]=[CH:35][CH:36]=3)=[CH:27][CH:26]=2)=[C:19]([CH2:21][CH2:22][CH3:23])[N:20]=1. The catalyst is C(OCC)(=O)C. The product is [F:13][CH2:14][C:15]1[N:16]([C:40]2[CH:41]=[CH:42][C:43]([O:46][CH3:47])=[CH:44][CH:45]=2)[C:17](=[O:39])[C:18]([CH2:24][C:25]2[CH:26]=[CH:27][C:28]([C:31]3[CH:36]=[CH:35][CH:34]=[CH:33][C:32]=3[C:37]3[NH:3][C:4](=[O:7])[O:5][N:38]=3)=[CH:29][CH:30]=2)=[C:19]([CH2:21][CH2:22][CH3:23])[N:20]=1. The yield is 0.360. (4) The catalyst is C(Cl)Cl. The product is [CH3:1][CH:2]([CH3:9])[CH2:3][CH2:4][S:5]([O:23][C:20]1[CH:21]=[CH:22][C:17]([C:16]2[N:15]([C:24]3[CH:29]=[CH:28][C:27]([Cl:30])=[CH:26][C:25]=3[Cl:31])[N:14]=[C:13]([C:32]([NH:34][N:35]3[CH2:36][CH2:37][CH2:38][CH2:39][CH2:40]3)=[O:33])[C:12]=2[C:10]#[N:11])=[CH:18][CH:19]=1)(=[O:7])=[O:6]. The reactants are [CH3:1][CH:2]([CH3:9])[CH2:3][CH2:4][S:5](Cl)(=[O:7])=[O:6].[C:10]([C:12]1[C:13]([C:32]([NH:34][N:35]2[CH2:40][CH2:39][CH2:38][CH2:37][CH2:36]2)=[O:33])=[N:14][N:15]([C:24]2[CH:29]=[CH:28][C:27]([Cl:30])=[CH:26][C:25]=2[Cl:31])[C:16]=1[C:17]1[CH:22]=[CH:21][C:20]([OH:23])=[CH:19][CH:18]=1)#[N:11].O. The yield is 0.520. (5) The reactants are [NH2:1][C:2]1[N:3]([CH2:17][CH3:18])[C:4]2[C:9]([C:10](=[O:15])[C:11]=1[C:12]([NH2:14])=[O:13])=[CH:8][CH:7]=[C:6](Br)[CH:5]=2.C([O-])([O-])=O.[Na+].[Na+]. The catalyst is C1COCC1.C1C=CC([P]([Pd]([P](C2C=CC=CC=2)(C2C=CC=CC=2)C2C=CC=CC=2)([P](C2C=CC=CC=2)(C2C=CC=CC=2)C2C=CC=CC=2)[P](C2C=CC=CC=2)(C2C=CC=CC=2)C2C=CC=CC=2)(C2C=CC=CC=2)C2C=CC=CC=2)=CC=1. The product is [NH2:1][C:2]1[N:3]([CH2:17][CH3:18])[C:4]2[C:9]([C:10](=[O:15])[C:11]=1[C:12]([NH2:14])=[O:13])=[CH:8][CH:7]=[C:6]([C:7]1[CH:8]=[CH:9][C:4]([NH2:3])=[CH:5][CH:6]=1)[CH:5]=2. The yield is 0.130.